Predict the reactants needed to synthesize the given product. From a dataset of Full USPTO retrosynthesis dataset with 1.9M reactions from patents (1976-2016). Given the product [F:50][C:2]1[CH:7]=[CH:6][C:5]([C:8]2[C:14]3[CH:15]=[C:16]4[O:21][CH2:20][O:19][C:17]4=[CH:18][C:13]=3[CH2:12][C:11]3=[N:22][CH:23]=[C:24]([CH3:25])[N:10]3[N:9]=2)=[CH:4][CH:3]=1, predict the reactants needed to synthesize it. The reactants are: N[C:2]1[CH:7]=[CH:6][C:5]([C:8]2[C:14]3[CH:15]=[C:16]4[O:21][CH2:20][O:19][C:17]4=[CH:18][C:13]=3[CH2:12][C:11]3=[N:22][CH:23]=[C:24]([CH3:25])[N:10]3[N:9]=2)=[CH:4][CH:3]=1.N([O-])=O.[Na+].[Sn](Cl)Cl.CCCC[N+](CCCC)(CCCC)CCCC.[FH:50].F.[F-].